Dataset: Forward reaction prediction with 1.9M reactions from USPTO patents (1976-2016). Task: Predict the product of the given reaction. (1) Given the reactants Cl.C(O)C.[Cl:5][C:6]1[CH:11]=[CH:10][C:9]([C@@H:12]2[O:18][CH2:17][CH2:16][N:15](C(OC(C)(C)C)=O)[CH2:14][C@H:13]2[CH2:26][N:27]2[CH:32]=[CH:31][CH:30]=[C:29]([C:33]3[NH:37][C:36](=[O:38])[O:35][N:34]=3)[C:28]2=[O:39])=[CH:8][C:7]=1[F:40], predict the reaction product. The product is: [ClH:5].[Cl:5][C:6]1[CH:11]=[CH:10][C:9]([C@@H:12]2[O:18][CH2:17][CH2:16][NH:15][CH2:14][C@H:13]2[CH2:26][N:27]2[CH:32]=[CH:31][CH:30]=[C:29]([C:33]3[NH:37][C:36](=[O:38])[O:35][N:34]=3)[C:28]2=[O:39])=[CH:8][C:7]=1[F:40]. (2) The product is: [CH3:1][O:2][C:3]1[C:10]([O:11][CH3:12])=[C:9]([O:13][CH3:14])[CH:8]=[C:7]([CH3:15])[C:4]=1[C:5]([OH:17])=[O:6]. Given the reactants [CH3:1][O:2][C:3]1[C:10]([O:11][CH3:12])=[C:9]([O:13][CH3:14])[CH:8]=[C:7]([CH3:15])[C:4]=1[CH:5]=[O:6].P([O-])(O)(O)=[O:17].[Na+].Cl([O-])=O.[Na+].C(=O)([O-])O.[Na+], predict the reaction product. (3) Given the reactants [CH3:1][O:2][C:3]1[CH:8]=[CH:7][C:6](/[CH:9]=[CH:10]/[CH2:11]OC2C=CC=CC=2)=[CH:5][CH:4]=1.[C:19]1([CH3:28])[CH:24]=[CH:23][CH:22]=[CH:21][C:20]=1B(O)O, predict the reaction product. The product is: [CH3:1][O:2][C:3]1[CH:4]=[CH:5][C:6](/[CH:9]=[CH:10]/[CH2:11][C:20]2[CH:21]=[CH:22][CH:23]=[CH:24][C:19]=2[CH3:28])=[CH:7][CH:8]=1. (4) The product is: [Br:1][C:2]1[CH:7]=[CH:6][C:5]([N+:8]([O-:10])=[O:9])=[C:4]([NH:12][CH2:13][CH2:14][NH:15][C:16](=[O:22])[O:17][C:18]([CH3:20])([CH3:19])[CH3:21])[CH:3]=1. Given the reactants [Br:1][C:2]1[CH:7]=[CH:6][C:5]([N+:8]([O-:10])=[O:9])=[C:4](F)[CH:3]=1.[NH2:12][CH2:13][CH2:14][NH:15][C:16](=[O:22])[O:17][C:18]([CH3:21])([CH3:20])[CH3:19].C(N(CC)CC)C, predict the reaction product. (5) Given the reactants [C:1]([O:5][C:6]([N:8]1[CH:12]([C:13](O)=[O:14])[CH2:11][S:10][C@@H:9]1[CH:16]1[CH2:21][CH2:20][O:19][CH2:18][CH2:17]1)=[O:7])([CH3:4])([CH3:3])[CH3:2].CN(C(ON1N=NC2C=CC=NC1=2)=[N+](C)C)C.F[P-](F)(F)(F)(F)F.CCN(C(C)C)C(C)C.[NH2:55][C:56]1[S:57][CH:58]=[C:59]([C:61]2[CH:72]=[CH:71][C:64]([C:65]([NH:67][CH:68]3[CH2:70][CH2:69]3)=[O:66])=[CH:63][CH:62]=2)[N:60]=1, predict the reaction product. The product is: [C:1]([O:5][C:6]([N:8]1[CH:12]([C:13](=[O:14])[NH:55][C:56]2[S:57][CH:58]=[C:59]([C:61]3[CH:62]=[CH:63][C:64]([C:65](=[O:66])[NH:67][CH:68]4[CH2:70][CH2:69]4)=[CH:71][CH:72]=3)[N:60]=2)[CH2:11][S:10][CH:9]1[CH:16]1[CH2:21][CH2:20][O:19][CH2:18][CH2:17]1)=[O:7])([CH3:4])([CH3:2])[CH3:3]. (6) Given the reactants [F:1][C:2]([F:32])([F:31])[CH2:3][CH2:4][S:5]([O:8][C:9]1[CH:14]=[CH:13][C:12]([C:15]2[N:19]([C:20]3[CH:25]=[CH:24][CH:23]=[CH:22][C:21]=3[Cl:26])[N:18]=[C:17]([C:27](Cl)=[O:28])[C:16]=2[CH3:30])=[CH:11][CH:10]=1)(=[O:7])=[O:6].[CH:33]1([NH2:39])[CH2:38][CH2:37][CH2:36][CH2:35][CH2:34]1, predict the reaction product. The product is: [F:32][C:2]([F:31])([F:1])[CH2:3][CH2:4][S:5]([O:8][C:9]1[CH:14]=[CH:13][C:12]([C:15]2[N:19]([C:20]3[CH:25]=[CH:24][CH:23]=[CH:22][C:21]=3[Cl:26])[N:18]=[C:17]([C:27](=[O:28])[NH:39][CH:33]3[CH2:38][CH2:37][CH2:36][CH2:35][CH2:34]3)[C:16]=2[CH3:30])=[CH:11][CH:10]=1)(=[O:6])=[O:7]. (7) Given the reactants Br[C:2]1[CH:7]=[CH:6][C:5]([C@H:8]2[C@H:13]([NH:14][S:15]([CH:18]([CH3:20])[CH3:19])(=[O:17])=[O:16])[CH2:12][CH2:11][C:10](=[O:21])[NH:9]2)=[CH:4][CH:3]=1.[CH2:22]([O:24][C:25]1[CH:30]=[CH:29][CH:28]=[CH:27][C:26]=1B(O)O)[CH3:23], predict the reaction product. The product is: [CH2:22]([O:24][C:25]1[CH:30]=[CH:29][CH:28]=[CH:27][C:26]=1[C:2]1[CH:7]=[CH:6][C:5]([C@H:8]2[C@H:13]([NH:14][S:15]([CH:18]([CH3:20])[CH3:19])(=[O:17])=[O:16])[CH2:12][CH2:11][C:10](=[O:21])[NH:9]2)=[CH:4][CH:3]=1)[CH3:23].